This data is from Catalyst prediction with 721,799 reactions and 888 catalyst types from USPTO. The task is: Predict which catalyst facilitates the given reaction. Reactant: [CH3:1][O:2][C:3]1[CH:4]=[CH:5][C:6]2[N:7]([C:9]([CH2:12][C:13]3[CH:24]=[CH:23][C:16]4[N:17]=[C:18](S(C)=O)[S:19][C:15]=4[CH:14]=3)=[CH:10][N:11]=2)[N:8]=1.[NH2:25][C@@H:26]1[CH2:31][CH2:30][CH2:29][CH2:28][C@H:27]1[OH:32].CCN(C(C)C)C(C)C.O. Product: [CH3:1][O:2][C:3]1[CH:4]=[CH:5][C:6]2[N:7]([C:9]([CH2:12][C:13]3[CH:24]=[CH:23][C:16]4[N:17]=[C:18]([NH:25][C@@H:26]5[CH2:31][CH2:30][CH2:29][CH2:28][C@H:27]5[OH:32])[S:19][C:15]=4[CH:14]=3)=[CH:10][N:11]=2)[N:8]=1. The catalyst class is: 37.